From a dataset of Forward reaction prediction with 1.9M reactions from USPTO patents (1976-2016). Predict the product of the given reaction. Given the reactants C(OC([NH:8][C@H:9]([CH2:22][C:23]1[CH:28]=[C:27]([F:29])[C:26]([F:30])=[CH:25][C:24]=1[F:31])[CH2:10][C:11]([N:13]1[CH2:19][CH2:18][CH2:17][NH:16][C:15](=[O:20])[C@H:14]1[CH3:21])=[O:12])=O)(C)(C)C.[ClH:32], predict the reaction product. The product is: [ClH:32].[NH2:8][C@H:9]([CH2:22][C:23]1[CH:28]=[C:27]([F:29])[C:26]([F:30])=[CH:25][C:24]=1[F:31])[CH2:10][C:11]([N:13]1[CH2:19][CH2:18][CH2:17][NH:16][C:15](=[O:20])[C@H:14]1[CH3:21])=[O:12].